This data is from Catalyst prediction with 721,799 reactions and 888 catalyst types from USPTO. The task is: Predict which catalyst facilitates the given reaction. (1) Reactant: Cl[C:2]1[C:3]2[C:4](=[CH:18][N:19](CC3C=CC(OC)=CC=3)[N:20]=2)[N:5]=[C:6]([C:8]2[CH:9]=[C:10]([S:14]([NH2:17])(=[O:16])=[O:15])[CH:11]=[CH:12][CH:13]=2)[N:7]=1.[NH2:30][C:31]1[CH:40]=[C:39]2[C:34]([CH2:35][CH2:36][C:37](=[O:41])[NH:38]2)=[CH:33][CH:32]=1.Cl. Product: [O:41]=[C:37]1[CH2:36][CH2:35][C:34]2[C:39](=[CH:40][C:31]([NH:30][C:2]3[C:3]4[NH:20][N:19]=[CH:18][C:4]=4[N:5]=[C:6]([C:8]4[CH:9]=[C:10]([S:14]([NH2:17])(=[O:16])=[O:15])[CH:11]=[CH:12][CH:13]=4)[N:7]=3)=[CH:32][CH:33]=2)[NH:38]1. The catalyst class is: 71. (2) Reactant: [C:1]([O:5][C:6]([N:8]1[CH:12]2[CH2:13][CH2:14][CH2:15][CH:11]2[NH:10][C:9]1=[O:16])=[O:7])([CH3:4])([CH3:3])[CH3:2].[H-].[Na+].I[CH2:20][CH3:21]. Product: [C:1]([O:5][C:6]([N:8]1[CH:12]2[CH2:13][CH2:14][CH2:15][CH:11]2[N:10]([CH2:20][CH3:21])[C:9]1=[O:16])=[O:7])([CH3:4])([CH3:2])[CH3:3]. The catalyst class is: 3. (3) Reactant: [CH2:1]([O:4][C:5]1[CH:6]=[C:7]([CH:11]=[C:12]([O:18][CH2:19][C:20]#[CH:21])[C:13]=1[O:14][CH2:15][C:16]#[CH:17])[C:8]([OH:10])=[O:9])[C:2]#[CH:3].O[N:23]1[C:27](=[O:28])[CH2:26][CH2:25][C:24]1=[O:29].CC(C)N=C=NC(C)C.CN(C=O)C. Product: [CH2:19]([O:18][C:12]1[CH:11]=[C:7]([CH:6]=[C:5]([O:4][CH2:1][C:2]#[CH:3])[C:13]=1[O:14][CH2:15][C:16]#[CH:17])[C:8]([O:10][N:23]1[C:27](=[O:28])[CH2:26][CH2:25][C:24]1=[O:29])=[O:9])[C:20]#[CH:21]. The catalyst class is: 61. (4) Reactant: Cl[CH2:2][CH2:3][NH:4][C:5](=[O:20])[NH:6][C@@H:7]1[CH2:12][CH2:11][CH2:10][N:9]([C:13]([O:15][C:16]([CH3:19])([CH3:18])[CH3:17])=[O:14])[CH2:8]1.[H-].[Na+]. Product: [O:20]=[C:5]1[NH:4][CH2:3][CH2:2][N:6]1[C@@H:7]1[CH2:12][CH2:11][CH2:10][N:9]([C:13]([O:15][C:16]([CH3:19])([CH3:18])[CH3:17])=[O:14])[CH2:8]1. The catalyst class is: 1.